From a dataset of Catalyst prediction with 721,799 reactions and 888 catalyst types from USPTO. Predict which catalyst facilitates the given reaction. (1) Reactant: [N:1]([CH2:4][C:5]1[CH:10]=[CH:9][C:8]([C:11](=[O:13])[CH3:12])=[CH:7][CH:6]=1)=[N+:2]=[N-:3].[Na].C([O:17][C:18](=O)[C:19]([F:22])([F:21])[F:20])C. The catalyst class is: 8. Product: [N:1]([CH2:4][C:5]1[CH:10]=[CH:9][C:8]([C:11](=[O:13])[CH2:12][C:18](=[O:17])[C:19]([F:22])([F:21])[F:20])=[CH:7][CH:6]=1)=[N+:2]=[N-:3]. (2) Reactant: [Cl:1][C:2]1[CH:3]=[C:4]([C@H:8]2[CH2:13][CH2:12][C:11](=[O:14])[N:10]([C@@H:15]([CH2:23][CH3:24])[C:16]([O:18][C:19]([CH3:22])([CH3:21])[CH3:20])=[O:17])[C@@H:9]2[C:25]2[CH:30]=[CH:29][C:28]([Cl:31])=[CH:27][CH:26]=2)[CH:5]=[CH:6][CH:7]=1.[CH2:32](Br)[CH:33]=[CH2:34].C[Si]([N-][Si](C)(C)C)(C)C.[Li+]. Product: [CH2:34]([C@@H:12]1[CH2:13][C@H:8]([C:4]2[CH:5]=[CH:6][CH:7]=[C:2]([Cl:1])[CH:3]=2)[C@@H:9]([C:25]2[CH:26]=[CH:27][C:28]([Cl:31])=[CH:29][CH:30]=2)[N:10]([C@@H:15]([CH2:23][CH3:24])[C:16]([O:18][C:19]([CH3:22])([CH3:21])[CH3:20])=[O:17])[C:11]1=[O:14])[CH:33]=[CH2:32]. The catalyst class is: 1.